From a dataset of Reaction yield outcomes from USPTO patents with 853,638 reactions. Predict the reaction yield, written as a fraction of the theoretical maximum amount of product (1.0 means a 100% yield; for example, 0.34 means a 34% yield). The reactants are [Cl-].[Cl:2][C:3]1[C:12]2[C:7](=[CH:8][CH:9]=[CH:10][CH:11]=2)[CH:6]=[CH:5][C:4]=1[O:13][CH2:14][CH2:15][NH3+:16].C([O-])([O-])=O.[K+].[K+].[O:23]1[CH:27]=[CH:26][CH:25]=[C:24]1[CH:28]=O.[BH4-].[Na+]. The catalyst is CO. The product is [Cl:2][C:3]1[C:12]2[C:7](=[CH:8][CH:9]=[CH:10][CH:11]=2)[CH:6]=[CH:5][C:4]=1[O:13][CH2:14][CH2:15][NH:16][CH2:28][C:24]1[O:23][CH:27]=[CH:26][CH:25]=1. The yield is 0.630.